This data is from Catalyst prediction with 721,799 reactions and 888 catalyst types from USPTO. The task is: Predict which catalyst facilitates the given reaction. (1) Reactant: C([NH:4][C:5]1[CH:9]=[C:8]([Cl:10])[N:7]([C:11]2[CH:16]=[CH:15][C:14]([Br:17])=[CH:13][CH:12]=2)[C:6]=1[C:18]([O:20][CH2:21][CH3:22])=[O:19])(=O)C.Cl. Product: [NH2:4][C:5]1[CH:9]=[C:8]([Cl:10])[N:7]([C:11]2[CH:12]=[CH:13][C:14]([Br:17])=[CH:15][CH:16]=2)[C:6]=1[C:18]([O:20][CH2:21][CH3:22])=[O:19]. The catalyst class is: 8. (2) Reactant: Br[C:2]1[CH:10]=[C:9]2[C:5]([CH2:6][N:7]([CH3:12])[C:8]2=[O:11])=[CH:4][CH:3]=1.[B:13]1([B:13]2[O:17][C:16]([CH3:19])([CH3:18])[C:15]([CH3:21])([CH3:20])[O:14]2)[O:17][C:16]([CH3:19])([CH3:18])[C:15]([CH3:21])([CH3:20])[O:14]1.C([O-])(=O)C.[K+].CS(C)=O. Product: [CH3:12][N:7]1[CH2:6][C:5]2[C:9](=[CH:10][C:2]([B:13]3[O:17][C:16]([CH3:19])([CH3:18])[C:15]([CH3:21])([CH3:20])[O:14]3)=[CH:3][CH:4]=2)[C:8]1=[O:11]. The catalyst class is: 263.